This data is from Catalyst prediction with 721,799 reactions and 888 catalyst types from USPTO. The task is: Predict which catalyst facilitates the given reaction. (1) Reactant: [H-].[Na+].[OH:3][C:4]1[CH:13]=[CH:12][CH:11]=[C:10]2[C:5]=1[CH:6]=[CH:7][N:8]=[CH:9]2.Br[CH2:15][CH2:16][CH3:17]. Product: [CH2:15]([O:3][C:4]1[CH:13]=[CH:12][CH:11]=[C:10]2[C:5]=1[CH:6]=[CH:7][N:8]=[CH:9]2)[CH2:16][CH3:17]. The catalyst class is: 18. (2) Reactant: [OH:1][C:2]1[CH:7]=[CH:6][C:5]([C:8]2[CH:13]=[CH:12][CH:11]=[C:10]([CH2:14][CH:15]3[C:22]4[CH:21]=[C:20]([C:23]([O:25]C)=[O:24])[NH:19][C:18]=4[CH2:17][CH2:16]3)[CH:9]=2)=[CH:4][CH:3]=1.[OH-].[Li+].CO. Product: [OH:1][C:2]1[CH:7]=[CH:6][C:5]([C:8]2[CH:13]=[CH:12][CH:11]=[C:10]([CH2:14][CH:15]3[C:22]4[CH:21]=[C:20]([C:23]([OH:25])=[O:24])[NH:19][C:18]=4[CH2:17][CH2:16]3)[CH:9]=2)=[CH:4][CH:3]=1. The catalyst class is: 1. (3) Reactant: [Cl-].O[NH3+:3].[C:4](=[O:7])([O-])[OH:5].[Na+].CS(C)=O.[OH:13][CH:14]([CH2:44][CH3:45])[CH2:15][N:16]1[C:21](=[O:22])[C:20]([CH2:23][C:24]2[CH:29]=[CH:28][C:27]([C:30]3[C:31]([C:36]#[N:37])=[CH:32][CH:33]=[CH:34][CH:35]=3)=[CH:26][CH:25]=2)=[C:19]([CH2:38][CH2:39][CH3:40])[N:18]2[N:41]=[CH:42][N:43]=[C:17]12. Product: [OH:13][CH:14]([CH2:44][CH3:45])[CH2:15][N:16]1[C:21](=[O:22])[C:20]([CH2:23][C:24]2[CH:25]=[CH:26][C:27]([C:30]3[CH:35]=[CH:34][CH:33]=[CH:32][C:31]=3[C:36]3[NH:3][C:4](=[O:7])[O:5][N:37]=3)=[CH:28][CH:29]=2)=[C:19]([CH2:38][CH2:39][CH3:40])[N:18]2[N:41]=[CH:42][N:43]=[C:17]12. The catalyst class is: 13. (4) Reactant: [C:1]([O:5][C:6]([NH:8][C@@H:9]([C:11]([OH:13])=[O:12])[CH3:10])=[O:7])([CH3:4])([CH3:3])[CH3:2].C([O-])([O-])=O.[K+].[K+].[CH2:20](Br)[C:21]1[CH:26]=[CH:25][CH:24]=[CH:23][CH:22]=1.O. Product: [CH2:20]([O:12][C:11](=[O:13])[C@@H:9]([CH3:10])[NH:8][C:6]([O:5][C:1]([CH3:2])([CH3:3])[CH3:4])=[O:7])[C:21]1[CH:26]=[CH:25][CH:24]=[CH:23][CH:22]=1. The catalyst class is: 9. (5) Reactant: Br[C:2]1[S:3][C:4]2[C:10]([C:11]3[CH:16]=[CH:15][C:14]([Cl:17])=[CH:13][CH:12]=3)=[C:9]([C@H:18]([O:24][C:25]([CH3:28])([CH3:27])[CH3:26])[C:19]([O:21]CC)=[O:20])[C:8]([CH3:29])=[CH:7][C:5]=2[N:6]=1.CN(C)C(=O)C.[CH2:36]1[C:45]2[C:40](=[CH:41][CH:42]=[CH:43][CH:44]=2)[CH2:39][CH2:38][NH:37]1.[OH-].[Na+]. Product: [C:25]([O:24][C@@H:18]([C:9]1[C:8]([CH3:29])=[CH:7][C:5]2[N:6]=[C:2]([N:37]3[CH2:38][CH2:39][C:40]4[C:45](=[CH:44][CH:43]=[CH:42][CH:41]=4)[CH2:36]3)[S:3][C:4]=2[C:10]=1[C:11]1[CH:12]=[CH:13][C:14]([Cl:17])=[CH:15][CH:16]=1)[C:19]([OH:21])=[O:20])([CH3:28])([CH3:26])[CH3:27]. The catalyst class is: 301. (6) Reactant: [CH2:1]([O:3][C:4]([C:6]1[CH2:10][C:9]([O-:11])=[C:8](C(OC)=O)[C:7]=1[CH2:16][CH3:17])=[O:5])[CH3:2].[Na+].[Cl-].[K+].CC(O)=O.C([O-])(O)=O.[Na+]. Product: [CH2:16]([C:7]1[CH:6]([C:4]([O:3][CH2:1][CH3:2])=[O:5])[CH2:10][C:9](=[O:11])[CH:8]=1)[CH3:17]. The catalyst class is: 226. (7) Product: [C:18]([C:10]1[C:11]2[C:16](=[CH:15][CH:14]=[C:13]([C:26]3[CH:27]=[N:22][CH:23]=[N:24][CH:25]=3)[CH:12]=2)[N:8]([CH2:7][C:6]([O:5][C:1]([CH3:4])([CH3:3])[CH3:2])=[O:21])[N:9]=1)(=[O:20])[NH2:19]. Reactant: [C:1]([O:5][C:6](=[O:21])[CH2:7][N:8]1[C:16]2[C:11](=[CH:12][C:13](Br)=[CH:14][CH:15]=2)[C:10]([C:18](=[O:20])[NH2:19])=[N:9]1)([CH3:4])([CH3:3])[CH3:2].[N:22]1[CH:27]=[C:26](B(O)O)[CH:25]=[N:24][CH:23]=1.C(=O)([O-])[O-].[Cs+].[Cs+].CN(C=O)C. The catalyst class is: 6. (8) Reactant: [CH3:1][C:2]1[CH:3]=[C:4]([NH:17][C:18]2[N:23]=[C:22]([C:24]([F:27])([F:26])[F:25])[CH:21]=[CH:20][N:19]=2)[CH:5]=[C:6](B2OC(C)(C)C(C)(C)O2)[CH:7]=1.[Br:28][C:29]1[CH:30]=[N:31][CH:32]=[C:33](Br)[CH:34]=1.C([O-])([O-])=O.[Na+].[Na+]. Product: [Br:28][C:29]1[CH:34]=[C:33]([C:6]2[CH:5]=[C:4]([NH:17][C:18]3[N:23]=[C:22]([C:24]([F:25])([F:26])[F:27])[CH:21]=[CH:20][N:19]=3)[CH:3]=[C:2]([CH3:1])[CH:7]=2)[CH:32]=[N:31][CH:30]=1. The catalyst class is: 368. (9) Reactant: [C:1]([CH2:3][C:4]1[CH:5]=[C:6]([CH:9]=[C:10]([CH3:12])[CH:11]=1)[C:7]#N)#[N:2].Cl[C:14]1[C:19]([CH:20]2[CH2:22][CH2:21]2)=[C:18]([O:23][CH3:24])[N:17]=[C:16]([O:25][CH3:26])[N:15]=1.[H-].[Na+].C(OCC)(=O)C. Product: [CH:20]1([C:19]2[C:14]([CH:3]([C:4]3[CH:11]=[C:10]([CH3:12])[CH:9]=[C:6]([CH3:7])[CH:5]=3)[C:1]#[N:2])=[N:15][C:16]([O:25][CH3:26])=[N:17][C:18]=2[O:23][CH3:24])[CH2:22][CH2:21]1. The catalyst class is: 3.